Dataset: Forward reaction prediction with 1.9M reactions from USPTO patents (1976-2016). Task: Predict the product of the given reaction. (1) Given the reactants FC(F)(F)C(O)=O.[NH2:8][C:9]1[C:14]([C:15]([C:17]2[CH:22]=[CH:21][CH:20]=[CH:19][C:18]=2[O:23][CH3:24])=[O:16])=[CH:13][N:12]=[C:11]([NH:25][CH:26]2[CH2:31][CH2:30][NH:29][CH2:28][CH2:27]2)[N:10]=1.Cl[C:33]([O:35][CH2:36][CH:37]([CH3:39])[CH3:38])=[O:34], predict the reaction product. The product is: [CH2:36]([O:35][C:33]([N:29]1[CH2:30][CH2:31][CH:26]([NH:25][C:11]2[N:10]=[C:9]([NH2:8])[C:14]([C:15](=[O:16])[C:17]3[CH:22]=[CH:21][CH:20]=[CH:19][C:18]=3[O:23][CH3:24])=[CH:13][N:12]=2)[CH2:27][CH2:28]1)=[O:34])[CH:37]([CH3:39])[CH3:38]. (2) Given the reactants [N-:1]=[N+:2]=[N-:3].[Na+].CS(C)=O.Cl[CH2:10][C:11]1[N:12]=[C:13]([NH:16][C:17]([NH:19][CH2:20][C:21]2[CH:26]=[CH:25][CH:24]=[C:23]([F:27])[CH:22]=2)=[O:18])[S:14][CH:15]=1, predict the reaction product. The product is: [N:1]([CH2:10][C:11]1[N:12]=[C:13]([NH:16][C:17]([NH:19][CH2:20][C:21]2[CH:26]=[CH:25][CH:24]=[C:23]([F:27])[CH:22]=2)=[O:18])[S:14][CH:15]=1)=[N+:2]=[N-:3].